This data is from Full USPTO retrosynthesis dataset with 1.9M reactions from patents (1976-2016). The task is: Predict the reactants needed to synthesize the given product. Given the product [Br:1][C:2]1[CH:3]=[CH:4][C:5]([C:8]2[O:12][N:11]=[C:10]([CH3:13])[C:9]=2[NH:14][CH:20]([CH3:21])[CH2:19][CH2:18][CH:17]=[C:16]([CH3:23])[CH3:15])=[CH:6][CH:7]=1, predict the reactants needed to synthesize it. The reactants are: [Br:1][C:2]1[CH:7]=[CH:6][C:5]([C:8]2[O:12][N:11]=[C:10]([CH3:13])[C:9]=2[NH2:14])=[CH:4][CH:3]=1.[CH3:15][C:16]([CH3:23])=[CH:17][CH2:18][CH2:19][C:20](=O)[CH3:21].